This data is from Full USPTO retrosynthesis dataset with 1.9M reactions from patents (1976-2016). The task is: Predict the reactants needed to synthesize the given product. (1) Given the product [CH3:1][O:2][C:3]1[CH:8]=[CH:7][C:6]([CH2:9][CH2:10][NH:11][C:12]([C:14]2[N:15]=[N:16][C:17]([N:24]3[CH2:25][CH2:26][N:21]([C:27](=[O:28])[C:29]4[CH:34]=[CH:33][CH:32]=[CH:31][C:30]=4[C:35]([F:38])([F:36])[F:37])[CH2:22][CH2:23]3)=[CH:18][CH:19]=2)=[O:13])=[CH:5][CH:4]=1, predict the reactants needed to synthesize it. The reactants are: [CH3:1][O:2][C:3]1[CH:8]=[CH:7][C:6]([CH2:9][CH2:10][NH:11][C:12]([C:14]2[N:15]=[N:16][C:17](Cl)=[CH:18][CH:19]=2)=[O:13])=[CH:5][CH:4]=1.[N:21]1([C:27]([C:29]2[CH:34]=[CH:33][CH:32]=[CH:31][C:30]=2[C:35]([F:38])([F:37])[F:36])=[O:28])[CH2:26][CH2:25][NH:24][CH2:23][CH2:22]1. (2) The reactants are: [CH3:1][O:2][CH2:3][CH2:4][NH:5][CH2:6][C:7]1[S:11][C:10](B(O)O)=[CH:9][CH:8]=1.Br[C:16]1[CH:17]=[C:18]2[C:22](=[C:23]([C:25]([NH2:27])=[O:26])[CH:24]=1)[NH:21][CH:20]=[C:19]2[CH:28]1[CH2:33][CH2:32][N:31]([S:34]([CH2:37][CH3:38])(=[O:36])=[O:35])[CH2:30][CH2:29]1.C([O-])([O-])=O.[K+].[K+]. Given the product [CH2:37]([S:34]([N:31]1[CH2:30][CH2:29][CH:28]([C:19]2[C:18]3[C:22](=[C:23]([C:25]([NH2:27])=[O:26])[CH:24]=[C:16]([C:10]4[S:11][C:7]([CH2:6][NH:5][CH2:4][CH2:3][O:2][CH3:1])=[CH:8][CH:9]=4)[CH:17]=3)[NH:21][CH:20]=2)[CH2:33][CH2:32]1)(=[O:36])=[O:35])[CH3:38], predict the reactants needed to synthesize it. (3) Given the product [NH2:9][C:8]1[CH:7]=[CH:6][C:5]([C:12]2[NH:13][C:14]([CH2:17][C:18]([O:20][CH2:21][CH3:22])=[O:19])=[N:15][N:16]=2)=[CH:4][C:3]=1[O:2][CH3:1], predict the reactants needed to synthesize it. The reactants are: [CH3:1][O:2][C:3]1[CH:4]=[C:5]([C:12]2[NH:13][C:14]([CH2:17][C:18]([O:20][CH2:21][CH3:22])=[O:19])=[N:15][N:16]=2)[CH:6]=[CH:7][C:8]=1[N+:9]([O-])=O. (4) Given the product [C:1]([C:3]1[CH:4]=[C:5]([CH:11]=[CH:12][CH:13]=1)[O:6][CH2:7][C:8]([NH:23][CH2:24][CH:25]([OH:37])[CH2:26][N:27]1[CH2:36][CH2:35][C:34]2[C:29](=[CH:30][CH:31]=[CH:32][CH:33]=2)[CH2:28]1)=[O:10])#[N:2], predict the reactants needed to synthesize it. The reactants are: [C:1]([C:3]1[CH:4]=[C:5]([CH:11]=[CH:12][CH:13]=1)[O:6][CH2:7][C:8]([OH:10])=O)#[N:2].CCN(C(C)C)C(C)C.[NH2:23][CH2:24][CH:25]([OH:37])[CH2:26][N:27]1[CH2:36][CH2:35][C:34]2[C:29](=[CH:30][CH:31]=[CH:32][CH:33]=2)[CH2:28]1. (5) Given the product [F:1][C:2]1[CH:3]=[C:4]([CH:5]=[CH:6][CH:7]=1)[O:8][CH2:10][C:11]([OH:13])=[O:12], predict the reactants needed to synthesize it. The reactants are: [F:1][C:2]1[CH:3]=[C:4]([OH:8])[CH:5]=[CH:6][CH:7]=1.Br[CH2:10][C:11]([O:13]CC)=[O:12].C([O-])([O-])=O.[K+].[K+].[OH-].[Na+].Cl. (6) Given the product [C:32](=[O:33])([O:31][CH3:30])[O:19][C:16]1[CH:17]=[CH:18][C:13]([C:11]2[CH:10]=[CH:9][C:8](=[O:20])[N:7]([CH2:6][C:5]3[CH:21]=[CH:22][C:2]([Cl:1])=[CH:3][C:4]=3[F:23])[CH:12]=2)=[CH:14][CH:15]=1, predict the reactants needed to synthesize it. The reactants are: [Cl:1][C:2]1[CH:22]=[CH:21][C:5]([CH2:6][N:7]2[CH:12]=[C:11]([C:13]3[CH:18]=[CH:17][C:16]([OH:19])=[CH:15][CH:14]=3)[CH:10]=[CH:9][C:8]2=[O:20])=[C:4]([F:23])[CH:3]=1.C([O-])([O-])=O.[K+].[K+].[CH3:30][O:31][C:32](Cl)=[O:33].O. (7) Given the product [ClH:37].[ClH:37].[NH2:1][CH2:2][CH2:3][C:4]1[CH:5]=[C:6]([C:10]2[CH:15]=[CH:14][N:13]3[C:16]([C:19]4[CH:20]=[C:21]([NH:25][C:26]([NH:28][CH2:29][CH3:30])=[O:27])[CH:22]=[CH:23][CH:24]=4)=[CH:17][N:18]=[C:12]3[CH:11]=2)[CH:7]=[CH:8][CH:9]=1, predict the reactants needed to synthesize it. The reactants are: [NH2:1][CH2:2][CH2:3][C:4]1[CH:5]=[C:6]([C:10]2[CH:15]=[CH:14][N:13]3[C:16]([C:19]4[CH:20]=[C:21]([NH:25][C:26]([NH:28][CH2:29][CH3:30])=[O:27])[CH:22]=[CH:23][CH:24]=4)=[CH:17][N:18]=[C:12]3[CH:11]=2)[CH:7]=[CH:8][CH:9]=1.CCOC(C)=O.[ClH:37]. (8) Given the product [S:1]1[C:5]2[CH:6]=[CH:7][CH:8]=[CH:9][C:4]=2[N:3]=[C:2]1[NH:10][C:11]([N:13]1[C:21]2[C:16](=[CH:17][CH:18]=[C:19]([C:22]3[S:23][CH:24]=[C:25]([C:27]([OH:29])=[O:28])[N:26]=3)[CH:20]=2)[CH2:15][CH2:14]1)=[O:12], predict the reactants needed to synthesize it. The reactants are: [S:1]1[C:5]2[CH:6]=[CH:7][CH:8]=[CH:9][C:4]=2[N:3]=[C:2]1[NH:10][C:11]([N:13]1[C:21]2[C:16](=[CH:17][CH:18]=[C:19]([C:22]3[S:23][CH:24]=[C:25]([C:27]([O:29]CC)=[O:28])[N:26]=3)[CH:20]=2)[CH2:15][CH2:14]1)=[O:12].[Li+].[OH-].O.Cl.